From a dataset of Reaction yield outcomes from USPTO patents with 853,638 reactions. Predict the reaction yield, written as a fraction of the theoretical maximum amount of product (1.0 means a 100% yield; for example, 0.34 means a 34% yield). (1) The reactants are C[O:2][C:3]([C:5]1[CH:6]=[C:7]2[C:12](=[CH:13][CH:14]=1)[NH:11][CH:10]([C:15]1[CH:16]=[N:17][CH:18]=[CH:19][CH:20]=1)[CH2:9][C:8]2([CH3:22])[CH3:21])=[O:4].[OH-].[Na+].Cl. The catalyst is CO.O1CCCC1.O. The product is [CH3:21][C:8]1([CH3:22])[C:7]2[C:12](=[CH:13][CH:14]=[C:5]([C:3]([OH:4])=[O:2])[CH:6]=2)[NH:11][CH:10]([C:15]2[CH:16]=[N:17][CH:18]=[CH:19][CH:20]=2)[CH2:9]1. The yield is 0.900. (2) The reactants are [CH3:1][S:2]([NH:5][C:6]1[CH:15]=[CH:14][CH:13]=[CH:12][C:7]=1[C:8]([O:10]C)=O)(=[O:4])=[O:3].[CH3:16][Si:17]([CH3:24])([CH3:23])[CH2:18][CH2:19][O:20][CH2:21]Cl.[H-].[Na+]. The catalyst is CN(C)C=O. The product is [O:4]=[S:2]1(=[O:3])[CH2:1][C:8](=[O:10])[C:7]2[CH:12]=[CH:13][CH:14]=[CH:15][C:6]=2[N:5]1[CH2:21][O:20][CH2:19][CH2:18][Si:17]([CH3:24])([CH3:23])[CH3:16]. The yield is 0.720.